Dataset: Forward reaction prediction with 1.9M reactions from USPTO patents (1976-2016). Task: Predict the product of the given reaction. Given the reactants [CH3:1][C:2]([C:8]1[CH:13]=[CH:12][CH:11]=[CH:10][N:9]=1)([CH3:7])[C:3]([O:5]C)=[O:4].[OH-].[Na+], predict the reaction product. The product is: [CH3:7][C:2]([C:8]1[CH:13]=[CH:12][CH:11]=[CH:10][N:9]=1)([CH3:1])[C:3]([OH:5])=[O:4].